Dataset: Reaction yield outcomes from USPTO patents with 853,638 reactions. Task: Predict the reaction yield, written as a fraction of the theoretical maximum amount of product (1.0 means a 100% yield; for example, 0.34 means a 34% yield). (1) The reactants are C(=O)([O-])[O-].[Cs+].[Cs+].Br[CH2:8][C:9]([O:11][CH2:12][CH3:13])=[O:10].[CH2:14]([O:21][C:22]([CH:24]1[CH2:36][C:35]2[C:34]3[C:29](=[C:30]([Cl:37])[CH:31]=[CH:32][CH:33]=3)[NH:28][C:27]=2[CH2:26][CH2:25]1)=[O:23])[C:15]1[CH:20]=[CH:19][CH:18]=[CH:17][CH:16]=1. The catalyst is CN(C=O)C. The product is [CH2:14]([O:21][C:22]([CH:24]1[CH2:36][C:35]2[C:34]3[C:29](=[C:30]([Cl:37])[CH:31]=[CH:32][CH:33]=3)[N:28]([CH2:8][C:9]([O:11][CH2:12][CH3:13])=[O:10])[C:27]=2[CH2:26][CH2:25]1)=[O:23])[C:15]1[CH:20]=[CH:19][CH:18]=[CH:17][CH:16]=1. The yield is 0.930. (2) The reactants are [CH3:1][Li].[CH:3]12[O:8][CH:7]1[CH2:6][N:5]([C:9]([O:11][CH2:12][C:13]1[CH:18]=[CH:17][CH:16]=[CH:15][CH:14]=1)=[O:10])[CH:4]2[C:19]([O:21][CH2:22][CH3:23])=[O:20]. The catalyst is CCOCC.[Cu]I. The product is [OH:8][CH:7]1[CH2:6][N:5]([C:9]([O:11][CH2:12][C:13]2[CH:18]=[CH:17][CH:16]=[CH:15][CH:14]=2)=[O:10])[CH:4]([C:19]([O:21][CH2:22][CH3:23])=[O:20])[CH:3]1[CH3:1]. The yield is 0.370. (3) The reactants are [Cl-].[Li+].C1(C)C=CC(S(O)(=O)=[O:10])=CC=1.C12CC(CC1)C=C2.[OH2:21].C[C:23]1[C:32]2[C:27](=[CH:28][CH:29]=[CH:30][CH:31]=2)[CH:26]=CC=1. The catalyst is CC(=O)CC. The product is [CH:32]12[CH2:23][CH:29]([CH2:30][CH2:31]1)[CH2:28][CH:27]2[C:26]([OH:10])=[O:21]. The yield is 0.390. (4) The reactants are [CH2:1]([C:4]1[CH:9]=[CH:8][C:7]([S:10](Cl)(=[O:12])=[O:11])=[CH:6][CH:5]=1)[CH2:2][CH3:3].N1C=CC=CC=1.[NH2:20][C:21]1[CH:22]=[CH:23][C:24]2[O:28][C:27]([CH3:29])=[N:26][C:25]=2[CH:30]=1.C([O-])(O)=O.[Na+]. The catalyst is ClCCl. The product is [CH3:29][C:27]1[O:28][C:24]2[CH:23]=[CH:22][C:21]([NH:20][S:10]([C:7]3[CH:8]=[CH:9][C:4]([CH2:1][CH2:2][CH3:3])=[CH:5][CH:6]=3)(=[O:12])=[O:11])=[CH:30][C:25]=2[N:26]=1. The yield is 0.850. (5) The reactants are I[C:2]1[CH:28]=[CH:27][CH:26]=[CH:25][C:3]=1[CH2:4][C:5]1[S:6][C:7]2[N:8]=[CH:9][N:10]=[C:11]([NH:14][C:15]3[CH:20]=[CH:19][C:18]([C:21]([F:24])([F:23])[F:22])=[CH:17][CH:16]=3)[C:12]=2[N:13]=1.C1C=CC(P(C2C=CC=CC=2)C2C=CC=CC=2)=CC=1.C([O-])([O-])=O.[Cs+].[Cs+].[CH:54]([Si:57]([CH:62]([CH3:64])[CH3:63])([CH:59]([CH3:61])[CH3:60])[SH:58])([CH3:56])[CH3:55]. The catalyst is C([O-])(=O)C.[Pd+2].C([O-])(=O)C.C1(C)C=CC=CC=1. The product is [F:22][C:21]([F:24])([F:23])[C:18]1[CH:19]=[CH:20][C:15]([NH:14][C:11]2[C:12]3[N:13]=[C:5]([CH2:4][C:3]4[CH:25]=[CH:26][CH:27]=[CH:28][C:2]=4[S:58][Si:57]([CH:59]([CH3:61])[CH3:60])([CH:62]([CH3:64])[CH3:63])[CH:54]([CH3:55])[CH3:56])[S:6][C:7]=3[N:8]=[CH:9][N:10]=2)=[CH:16][CH:17]=1. The yield is 0.600. (6) The reactants are [CH:1]1[C:10]2[C:5](=[CH:6][CH:7]=[CH:8][CH:9]=2)[CH:4]=[CH:3][C:2]=1[O:11][C:12]1[CH:28]=[CH:27][C:15]([C:16]([NH:18][C:19]2[CH:26]=[CH:25][CH:24]=[CH:23][C:20]=2[C:21]#[N:22])=[O:17])=[CH:14][CH:13]=1.[Cl-].[NH4+].[N-:31]=[N+:32]=[N-:33].[Na+].Cl. The catalyst is CN(C=O)C.O. The product is [CH:1]1[C:10]2[C:5](=[CH:6][CH:7]=[CH:8][CH:9]=2)[CH:4]=[CH:3][C:2]=1[O:11][C:12]1[CH:13]=[CH:14][C:15]([C:16]([NH:18][C:19]2[CH:26]=[CH:25][CH:24]=[CH:23][C:20]=2[C:21]2[NH:33][N:32]=[N:31][N:22]=2)=[O:17])=[CH:27][CH:28]=1. The yield is 0.750. (7) The reactants are C([O-])([O-])=O.[Na+].[Na+].[CH:7]1([C:13]2[C:21]3[C:16](=[CH:17][C:18]([C:22]([O:24][CH3:25])=[O:23])=[CH:19][CH:20]=3)[NH:15][C:14]=2B2OC(C)(C)C(C)(C)O2)[CH2:12][CH2:11][CH2:10][CH2:9][CH2:8]1.Br[C:36]1[CH:41]=[CH:40][CH:39]=[CH:38][C:37]=1[C:42](=[O:44])[CH3:43].[Li+].[Cl-]. The catalyst is C(O)C.C1(C)C=CC=CC=1.C1C=CC([P]([Pd]([P](C2C=CC=CC=2)(C2C=CC=CC=2)C2C=CC=CC=2)([P](C2C=CC=CC=2)(C2C=CC=CC=2)C2C=CC=CC=2)[P](C2C=CC=CC=2)(C2C=CC=CC=2)C2C=CC=CC=2)(C2C=CC=CC=2)C2C=CC=CC=2)=CC=1. The product is [C:42]([C:37]1[CH:38]=[CH:39][CH:40]=[CH:41][C:36]=1[C:14]1[NH:15][C:16]2[C:21]([C:13]=1[CH:7]1[CH2:8][CH2:9][CH2:10][CH2:11][CH2:12]1)=[CH:20][CH:19]=[C:18]([C:22]([O:24][CH3:25])=[O:23])[CH:17]=2)(=[O:44])[CH3:43]. The yield is 0.910.